From a dataset of Reaction yield outcomes from USPTO patents with 853,638 reactions. Predict the reaction yield, written as a fraction of the theoretical maximum amount of product (1.0 means a 100% yield; for example, 0.34 means a 34% yield). The reactants are [CH3:1][N:2]1[C:6](=[O:7])[CH:5]=[CH:4][C:3]1=[O:8].[Br:9]Br.C(N(CC)CC)C. The catalyst is CO. The product is [CH3:1][N:2]1[C:6](=[O:7])[CH:5]=[C:4]([Br:9])[C:3]1=[O:8]. The yield is 0.890.